From a dataset of Catalyst prediction with 721,799 reactions and 888 catalyst types from USPTO. Predict which catalyst facilitates the given reaction. (1) Reactant: [C:1]([CH2:3][CH2:4][NH:5][C:6]([C:8]1[CH:9]=[C:10]([CH:15]=[CH:16][CH:17]=1)[C:11]([O:13][CH3:14])=[O:12])=O)#[N:2].[N-:18]=[N+:19]=[N-:20].[Na+].O(S(C(F)(F)F)(=O)=O)S(C(F)(F)F)(=O)=O.C([O-])(O)=O.[Na+]. Product: [C:1]([CH2:3][CH2:4][N:5]1[C:6]([C:8]2[CH:9]=[C:10]([CH:15]=[CH:16][CH:17]=2)[C:11]([O:13][CH3:14])=[O:12])=[N:20][N:19]=[N:18]1)#[N:2]. The catalyst class is: 210. (2) Reactant: C(OC(=O)[NH:7][C@H:8]([CH:11]([C:13]1[N:17]=[C:16]([CH2:18][CH3:19])[O:15][N:14]=1)[OH:12])[CH2:9][CH3:10])(C)(C)C.[F:21][C:22]([F:27])([F:26])[C:23]([OH:25])=[O:24]. Product: [F:21][C:22]([F:27])([F:26])[C:23]([OH:25])=[O:24].[NH2:7][CH:8]([CH2:9][CH3:10])[C@@H:11]([C:13]1[N:17]=[C:16]([CH2:18][CH3:19])[O:15][N:14]=1)[OH:12]. The catalyst class is: 4. (3) Reactant: C([N:8]1[CH2:12][CH2:11][C:10]([NH:14][C:15](=[O:21])[O:16][C:17]([CH3:20])([CH3:19])[CH3:18])([CH3:13])[CH2:9]1)C1C=CC=CC=1. Product: [CH3:13][C:10]1([NH:14][C:15](=[O:21])[O:16][C:17]([CH3:20])([CH3:19])[CH3:18])[CH2:11][CH2:12][NH:8][CH2:9]1. The catalyst class is: 50. (4) Reactant: [Br:1][C:2]1[CH:3]=[C:4]2[C:13](=[CH:14][CH:15]=1)[CH:12]=[CH:11][C:10]1[CH:9]=[CH:8][C:7]([OH:16])=[CH:6][C:5]2=1.[CH:17]1([CH2:20][CH2:21]O)[CH2:19][CH2:18]1.C1(P(C2C=CC=CC=2)C2C=CC=CC=2)C=CC=CC=1.CC(OC(/N=N/C(OC(C)(C)C)=O)=O)(C)C. Product: [Br:1][C:2]1[CH:15]=[CH:14][C:13]2[CH:12]=[CH:11][C:10]3[C:5]([C:4]=2[CH:3]=1)=[CH:6][C:7]([O:16][CH2:21][CH2:20][CH:17]1[CH2:19][CH2:18]1)=[CH:8][CH:9]=3. The catalyst class is: 1. (5) Reactant: [C:1]1([C:7]2[CH:12]=[C:11]([F:13])[CH:10]=[CH:9][C:8]=2[OH:14])[CH:6]=[CH:5][CH:4]=[CH:3][CH:2]=1.[CH2:15]([Li])[CH2:16][CH2:17][CH3:18].Cl[Ti:21]([Cl:33])(Cl)[C:22]1([CH3:31])[C:26]([CH3:27])=[C:25]([CH3:28])[C:24]([CH3:29])=[C:23]1[CH3:30]. Product: [CH3:15][C:16]1[C:6]([Ti:21]([Cl:33])([C:22]2([CH3:31])[C:23]([CH3:30])=[C:24]([CH3:29])[C:25]([CH3:28])=[C:26]2[CH3:27])[O:14][C:8]2[CH:9]=[CH:10][C:11]([F:13])=[CH:12][C:7]=2[C:1]2[CH:2]=[CH:3][CH:4]=[CH:5][CH:6]=2)([CH3:5])[C:1]([CH3:7])=[C:2]([CH3:3])[C:17]=1[CH3:18]. The catalyst class is: 27. (6) Reactant: Cl.[N:2]1[CH:7]=[CH:6][C:5]([C:8](=[NH:10])[NH2:9])=[CH:4][CH:3]=1.[Cl:11][C:12]([SH:15])(Cl)Cl.[OH-].[Na+]. Product: [Cl:11][C:12]1[S:15][N:9]=[C:8]([C:5]2[CH:6]=[CH:7][N:2]=[CH:3][CH:4]=2)[N:10]=1. The catalyst class is: 46. (7) Reactant: O(C1N(C2C=CC=CC=2)C2C(C=1C(O)=O)=CC=CC=2)C1C=CC=CC=1.[O:26]([C:33]1[N:34]([C:44]2[CH:49]=[CH:48][CH:47]=[CH:46][CH:45]=2)[C:35]2[C:40]([C:41]=1[CH:42]=[O:43])=[CH:39][CH:38]=[CH:37][CH:36]=2)[C:27]1[CH:32]=[CH:31][CH:30]=[CH:29][CH:28]=1.[N:50]1([C:57]([O:59][C:60]([CH3:63])([CH3:62])[CH3:61])=[O:58])[CH2:56][CH2:55][CH2:54][NH:53][CH2:52][CH2:51]1.C(Cl)CCl.C1C=NC2N(O)N=NC=2C=1.CN1CCOCC1. Product: [C:60]([O:59][C:57]([N:50]1[CH2:56][CH2:55][CH2:54][N:53]([C:42]([C:41]2[C:40]3[C:35](=[CH:36][CH:37]=[CH:38][CH:39]=3)[N:34]([C:44]3[CH:45]=[CH:46][CH:47]=[CH:48][CH:49]=3)[C:33]=2[O:26][C:27]2[CH:28]=[CH:29][CH:30]=[CH:31][CH:32]=2)=[O:43])[CH2:52][CH2:51]1)=[O:58])([CH3:63])([CH3:61])[CH3:62]. The catalyst class is: 3. (8) Reactant: Cl[C:2]1[N:7]=[N:6][C:5]([N:8]2[CH2:13][CH2:12][CH2:11][CH:10]([CH2:14][OH:15])[CH2:9]2)=[CH:4][CH:3]=1.[C:16]([O-:19])(=[O:18])[CH3:17].[K+]. Product: [C:16]([O:19][C:2]1[N:7]=[N:6][C:5]([N:8]2[CH2:13][CH2:12][CH2:11][CH:10]([CH2:14][OH:15])[CH2:9]2)=[CH:4][CH:3]=1)(=[O:18])[CH3:17]. The catalyst class is: 86.